Dataset: Reaction yield outcomes from USPTO patents with 853,638 reactions. Task: Predict the reaction yield, written as a fraction of the theoretical maximum amount of product (1.0 means a 100% yield; for example, 0.34 means a 34% yield). (1) The reactants are [I:1][C:2]1[C:10]2[C:9](=[O:11])[O:8][C:7](=O)[C:6]=2[CH:5]=[CH:4][CH:3]=1.[NH2:13]C(N)=O. The catalyst is C1(C)C(C)=CC=CC=1. The product is [I:1][C:2]1[CH:3]=[CH:4][CH:5]=[C:6]2[C:10]=1[C:9](=[O:11])[NH:13][C:7]2=[O:8]. The yield is 0.600. (2) The reactants are [C:1]([O:5][C:6]([N:8]1[CH2:13][CH2:12][CH2:11][CH:10]([C:14]#[CH:15])[CH2:9]1)=[O:7])([CH3:4])([CH3:3])[CH3:2].I[C:17]1[CH:22]=[CH:21][C:20]([F:23])=[CH:19][CH:18]=1. The catalyst is CCN(CC)CC.[Cu]I.Cl[Pd](Cl)([P](C1C=CC=CC=1)(C1C=CC=CC=1)C1C=CC=CC=1)[P](C1C=CC=CC=1)(C1C=CC=CC=1)C1C=CC=CC=1. The product is [C:1]([O:5][C:6]([N:8]1[CH2:13][CH2:12][CH2:11][CH:10]([C:14]#[C:15][C:17]2[CH:22]=[CH:21][C:20]([F:23])=[CH:19][CH:18]=2)[CH2:9]1)=[O:7])([CH3:4])([CH3:3])[CH3:2]. The yield is 0.890. (3) The reactants are [Cl:1][C:2]1[C:10]2[N:9]=[C:8]3[N:11]([C:15]4[CH:20]=[CH:19][C:18]([Br:21])=[CH:17][C:16]=4[CH3:22])[CH2:12][CH2:13][CH2:14][N:7]3[C:6]=2[C:5]([CH2:23][OH:24])=[CH:4][CH:3]=1.CC(OI1(OC(C)=O)(OC(C)=O)OC(=O)C2C=CC=CC1=2)=O. The catalyst is CS(C)=O.C(OCC)(=O)C. The product is [Cl:1][C:2]1[CH:3]=[CH:4][C:5]([CH:23]=[O:24])=[C:6]2[C:10]=1[N:9]=[C:8]1[N:11]([C:15]3[CH:20]=[CH:19][C:18]([Br:21])=[CH:17][C:16]=3[CH3:22])[CH2:12][CH2:13][CH2:14][N:7]21. The yield is 0.970. (4) The reactants are [OH:1][CH2:2][CH:3]1[O:20][C:7]2([CH2:12][CH2:11][N:10]([C:13]([O:15][C:16]([CH3:19])([CH3:18])[CH3:17])=[O:14])[CH2:9][CH2:8]2)[CH2:6][NH:5][CH2:4]1.Cl[C:22]1[N:27]=[CH:26][CH:25]=[CH:24][N:23]=1.C(=O)([O-])[O-].[Na+].[Na+].C(OCC)(=O)C.CCCCCC. The catalyst is CS(C)=O.C(OCC)(=O)C. The product is [OH:1][CH2:2][CH:3]1[O:20][C:7]2([CH2:8][CH2:9][N:10]([C:13]([O:15][C:16]([CH3:17])([CH3:19])[CH3:18])=[O:14])[CH2:11][CH2:12]2)[CH2:6][N:5]([C:22]2[N:27]=[CH:26][CH:25]=[CH:24][N:23]=2)[CH2:4]1. The yield is 0.800. (5) The reactants are [CH3:1][C:2]1[CH:3]=[C:4]2[C:10]([C:11]3[CH:12]=[N:13][CH:14]=[N:15][CH:16]=3)=[C:9]([Si](C)(C)C)[NH:8][C:5]2=[N:6][CH:7]=1.[I:21]N1C(=O)CCC1=O.S([O-])([O-])(=O)=S.[Na+].[Na+]. The catalyst is ClCCCl. The product is [I:21][C:9]1[NH:8][C:5]2=[N:6][CH:7]=[C:2]([CH3:1])[CH:3]=[C:4]2[C:10]=1[C:11]1[CH:12]=[N:13][CH:14]=[N:15][CH:16]=1. The yield is 0.990.